Dataset: Full USPTO retrosynthesis dataset with 1.9M reactions from patents (1976-2016). Task: Predict the reactants needed to synthesize the given product. The reactants are: O[Li].O.C[O:5][C:6](=[O:37])[C:7]1[CH:12]=[CH:11][CH:10]=[C:9]([O:13][CH:14]2[CH2:19][CH2:18][N:17]([C:20](=[O:36])[CH2:21][NH:22][C:23]([C:25]3[CH:29]=[C:28]([C:30]4[CH:35]=[CH:34][CH:33]=[CH:32][CH:31]=4)[NH:27][N:26]=3)=[O:24])[CH2:16][CH2:15]2)[CH:8]=1. Given the product [C:30]1([C:28]2[NH:27][N:26]=[C:25]([C:23]([NH:22][CH2:21][C:20]([N:17]3[CH2:16][CH2:15][CH:14]([O:13][C:9]4[CH:8]=[C:7]([CH:12]=[CH:11][CH:10]=4)[C:6]([OH:37])=[O:5])[CH2:19][CH2:18]3)=[O:36])=[O:24])[CH:29]=2)[CH:31]=[CH:32][CH:33]=[CH:34][CH:35]=1, predict the reactants needed to synthesize it.